Task: Predict the reaction yield, written as a fraction of the theoretical maximum amount of product (1.0 means a 100% yield; for example, 0.34 means a 34% yield).. Dataset: Reaction yield outcomes from USPTO patents with 853,638 reactions (1) The reactants are [CH2:1]([NH:7][CH2:8][CH2:9][CH2:10][CH2:11][CH2:12][CH3:13])[CH2:2][CH2:3][CH2:4][CH2:5][CH3:6].[CH2:14]([O:16][C:17]1[C:21](OCC)=[N:20][S:19](=[O:26])(=[O:25])[N:18]=1)[CH3:15]. The catalyst is C(O)C. The product is [CH2:8]([N:7]([C:21]1[C:17]([O:16][CH2:14][CH3:15])=[N:18][S:19](=[O:26])(=[O:25])[N:20]=1)[CH2:1][CH2:2][CH2:3][CH2:4][CH2:5][CH3:6])[CH2:9][CH2:10][CH2:11][CH2:12][CH3:13]. The yield is 0.720. (2) The reactants are C([O:3][C:4](=[O:21])[C:5]([CH3:20])=[CH:6][C:7]1[CH:12]=[CH:11][C:10]([C:13]([F:16])([F:15])[F:14])=[CH:9][C:8]=1[CH2:17][CH2:18][CH3:19])C.[Li+].[OH-]. The catalyst is C1COCC1.O. The product is [CH3:20][C:5](=[CH:6][C:7]1[CH:12]=[CH:11][C:10]([C:13]([F:14])([F:15])[F:16])=[CH:9][C:8]=1[CH2:17][CH2:18][CH3:19])[C:4]([OH:21])=[O:3]. The yield is 0.960. (3) The reactants are [Cl:1][C:2]1[C:7]([Cl:8])=[CH:6][C:5]([NH:9][CH2:10][C:11]([OH:13])=O)=[C:4]([CH2:14][CH3:15])[CH:3]=1.CCN(CC)CC.CCN=C=NCCCN(C)C.Cl.C1C=CC2N(O)N=NC=2C=1.[N:45]1([C:51]([O:53][C:54]([CH3:57])([CH3:56])[CH3:55])=[O:52])[CH2:50][CH2:49][NH:48][CH2:47][CH2:46]1. The catalyst is C(Cl)Cl. The product is [Cl:1][C:2]1[C:7]([Cl:8])=[CH:6][C:5]([NH:9][CH2:10][C:11]([N:48]2[CH2:47][CH2:46][N:45]([C:51]([O:53][C:54]([CH3:57])([CH3:56])[CH3:55])=[O:52])[CH2:50][CH2:49]2)=[O:13])=[C:4]([CH2:14][CH3:15])[CH:3]=1. The yield is 0.715. (4) The reactants are [N+:1]([O-:4])(O)=[O:2].[CH2:5]([O:12][C:13]1[CH:14]=[C:15]([CH:18]=[CH:19][C:20]=1[O:21][CH3:22])[C:16]#[N:17])[C:6]1[CH:11]=[CH:10][CH:9]=[CH:8][CH:7]=1. The catalyst is C(O)(=O)C. The product is [CH2:5]([O:12][C:13]1[C:20]([O:21][CH3:22])=[CH:19][C:18]([N+:1]([O-:4])=[O:2])=[C:15]([CH:14]=1)[C:16]#[N:17])[C:6]1[CH:7]=[CH:8][CH:9]=[CH:10][CH:11]=1. The yield is 0.850. (5) The reactants are [CH2:1]([C:3]1[N:4]([C:28]2[CH:33]=[CH:32][C:31]([OH:34])=[CH:30][CH:29]=2)[C:5](=[O:27])[C:6]([CH2:12][C:13]2[CH:18]=[CH:17][C:16]([C:19]3[C:20]([C:25]#[N:26])=[CH:21][CH:22]=[CH:23][CH:24]=3)=[CH:15][CH:14]=2)=[C:7]([CH2:9][CH2:10][CH3:11])[N:8]=1)[CH3:2].[O:35]1[C:39]2([CH2:44][CH2:43][CH:42](O)[CH2:41][CH2:40]2)[O:38][CH2:37][CH2:36]1.N(C(OC(C)C)=O)=NC(OC(C)C)=O.C1(P(C2C=CC=CC=2)C2C=CC=CC=2)C=CC=CC=1. The catalyst is C(OCC)(=O)C.O1CCCC1. The product is [O:35]1[C:39]2([CH2:44][CH2:43][CH:42]([O:34][C:31]3[CH:32]=[CH:33][C:28]([N:4]4[C:5](=[O:27])[C:6]([CH2:12][C:13]5[CH:18]=[CH:17][C:16]([C:19]6[C:20]([C:25]#[N:26])=[CH:21][CH:22]=[CH:23][CH:24]=6)=[CH:15][CH:14]=5)=[C:7]([CH2:9][CH2:10][CH3:11])[N:8]=[C:3]4[CH2:1][CH3:2])=[CH:29][CH:30]=3)[CH2:41][CH2:40]2)[O:38][CH2:37][CH2:36]1. The yield is 0.980. (6) The reactants are [F:1][C:2]1[C:10]2[C:5](=[CH:6][C:7]([N+:11]([O-])=O)=[CH:8][CH:9]=2)[NH:4][N:3]=1. The catalyst is [Pd].C(OCC)(=O)C.C(O)C. The product is [F:1][C:2]1[C:10]2[C:5](=[CH:6][C:7]([NH2:11])=[CH:8][CH:9]=2)[NH:4][N:3]=1. The yield is 0.990. (7) The reactants are [Br:1][C:2]1[C:3]([F:21])=[C:4]([C:8]([CH3:20])=[C:9]([N:11]([CH2:18][CH3:19])[CH:12]2[CH2:17][CH2:16][O:15][CH2:14][CH2:13]2)[CH:10]=1)[C:5]([OH:7])=O.C1CN([P+](ON2N=NC3C=CC=CC2=3)(N2CCCC2)N2CCCC2)CC1.F[P-](F)(F)(F)(F)F.C(N(C(C)C)C(C)C)C.[NH2:64][CH2:65][C:66]1[C:67](=[O:74])[NH:68][C:69]([CH3:73])=[CH:70][C:71]=1[CH3:72]. The catalyst is CN(C)C=O.CCOC(C)=O. The product is [Br:1][C:2]1[C:3]([F:21])=[C:4]([C:8]([CH3:20])=[C:9]([N:11]([CH2:18][CH3:19])[CH:12]2[CH2:17][CH2:16][O:15][CH2:14][CH2:13]2)[CH:10]=1)[C:5]([NH:64][CH2:65][C:66]1[C:67](=[O:74])[NH:68][C:69]([CH3:73])=[CH:70][C:71]=1[CH3:72])=[O:7]. The yield is 0.410.